This data is from Forward reaction prediction with 1.9M reactions from USPTO patents (1976-2016). The task is: Predict the product of the given reaction. The product is: [CH3:17][C:15]1[S:16][C:12]([C:4]2[CH:5]=[CH:6][C:7]([NH2:9])=[CH:8][C:3]=2[O:2][CH3:1])=[C:13]([CH3:18])[N:14]=1. Given the reactants [CH3:1][O:2][C:3]1[CH:8]=[C:7]([N+:9]([O-])=O)[CH:6]=[CH:5][C:4]=1[C:12]1[S:16][C:15]([CH3:17])=[N:14][C:13]=1[CH3:18], predict the reaction product.